This data is from Catalyst prediction with 721,799 reactions and 888 catalyst types from USPTO. The task is: Predict which catalyst facilitates the given reaction. (1) Reactant: [C:1]1([CH:7]([CH3:10])[C:8]#[N:9])[CH:6]=[CH:5][CH:4]=[CH:3][CH:2]=1.[CH2:11]1COC[CH2:12]1.C[Si]([N-][Si](C)(C)C)(C)C.[Na+].C(I)C. Product: [CH3:10][C:7]([C:1]1[CH:6]=[CH:5][CH:4]=[CH:3][CH:2]=1)([CH2:11][CH3:12])[C:8]#[N:9]. The catalyst class is: 58. (2) Reactant: [H-].[Al+3].[Li+].[H-].[H-].[H-].[CH3:7][C:8]1([CH3:16])[CH2:13][CH2:12][CH2:11][NH:10][CH:9]1[C:14]#[N:15].[OH-].[Na+].S([O-])([O-])(=O)=O.[Na+].[Na+]. Product: [CH3:7][C:8]1([CH3:16])[CH2:13][CH2:12][CH2:11][NH:10][CH:9]1[CH2:14][NH2:15]. The catalyst class is: 30. (3) Reactant: [Cl:1][C:2]1[C:7]([O:8][CH3:9])=[CH:6][C:5]([OH:10])=[C:4]([N+:11]([O-:13])=[O:12])[CH:3]=1.C([O-])([O-])=O.[Cs+].[Cs+].[CH2:20]([CH:22]1[O:24][CH2:23]1)Cl. Product: [Cl:1][C:2]1[C:7]([O:8][CH3:9])=[CH:6][C:5]([O:10][CH2:20][CH:22]2[CH2:23][O:24]2)=[C:4]([N+:11]([O-:13])=[O:12])[CH:3]=1. The catalyst class is: 3. (4) The catalyst class is: 4. Reactant: [C:1]1([C@H:7]2[CH2:11][O:10][C:9](=[O:12])[N:8]2[CH2:13][C:14]([OH:16])=O)[CH:6]=[CH:5][CH:4]=[CH:3][CH:2]=1.C(Cl)(=O)C([Cl:20])=O.CN(C)C=O. Product: [C:1]1([C@H:7]2[CH2:11][O:10][C:9](=[O:12])[N:8]2[CH2:13][C:14]([Cl:20])=[O:16])[CH:6]=[CH:5][CH:4]=[CH:3][CH:2]=1. (5) Reactant: Br[C:2]1[CH:3]=[C:4]([CH:16]=[C:17]([C:19]2[CH:24]=[CH:23][C:22]([CH3:25])=[CH:21][N:20]=2)[CH:18]=1)[C:5]([NH:7][CH2:8][C:9]1[CH:10]=[N:11][C:12]([CH3:15])=[CH:13][CH:14]=1)=[O:6].[F:26][C:27]1[CH:32]=[CH:31][CH:30]=[CH:29][C:28]=1B(O)O.C(=O)([O-])[O-].[Cs+].[Cs+].O.CN(C)C=O. Product: [CH3:15][C:12]1[N:11]=[CH:10][C:9]([CH2:8][NH:7][C:5]([C:4]2[CH:3]=[C:2]([C:28]3[CH:29]=[CH:30][CH:31]=[CH:32][C:27]=3[F:26])[CH:18]=[C:17]([C:19]3[CH:24]=[CH:23][C:22]([CH3:25])=[CH:21][N:20]=3)[CH:16]=2)=[O:6])=[CH:14][CH:13]=1. The catalyst class is: 682.